From a dataset of NCI-60 drug combinations with 297,098 pairs across 59 cell lines. Regression. Given two drug SMILES strings and cell line genomic features, predict the synergy score measuring deviation from expected non-interaction effect. (1) Synergy scores: CSS=66.7, Synergy_ZIP=11.4, Synergy_Bliss=11.7, Synergy_Loewe=15.1, Synergy_HSA=16.6. Cell line: KM12. Drug 1: CC(C1=C(C=CC(=C1Cl)F)Cl)OC2=C(N=CC(=C2)C3=CN(N=C3)C4CCNCC4)N. Drug 2: CC1C(C(CC(O1)OC2CC(CC3=C2C(=C4C(=C3O)C(=O)C5=C(C4=O)C(=CC=C5)OC)O)(C(=O)C)O)N)O.Cl. (2) Drug 1: C1=NC(=NC(=O)N1C2C(C(C(O2)CO)O)O)N. Drug 2: COC1=C2C(=CC3=C1OC=C3)C=CC(=O)O2. Cell line: M14. Synergy scores: CSS=32.3, Synergy_ZIP=-4.94, Synergy_Bliss=2.35, Synergy_Loewe=-22.6, Synergy_HSA=-0.272. (3) Cell line: EKVX. Synergy scores: CSS=3.79, Synergy_ZIP=-2.00, Synergy_Bliss=-0.468, Synergy_Loewe=-11.5, Synergy_HSA=-0.0613. Drug 2: CN(C(=O)NC(C=O)C(C(C(CO)O)O)O)N=O. Drug 1: C#CCC(CC1=CN=C2C(=N1)C(=NC(=N2)N)N)C3=CC=C(C=C3)C(=O)NC(CCC(=O)O)C(=O)O.